Dataset: Reaction yield outcomes from USPTO patents with 853,638 reactions. Task: Predict the reaction yield, written as a fraction of the theoretical maximum amount of product (1.0 means a 100% yield; for example, 0.34 means a 34% yield). (1) The reactants are [NH2:1][C:2]1[N:3]=[CH:4][C:5]([C:9]([O:11][CH3:12])=[O:10])=[N:6][C:7]=1[Br:8].Br[CH2:14][C:15](=O)[CH3:16]. The catalyst is S1(CCCC1)(=O)=O.COCCOC. The product is [Br:8][C:7]1[C:2]2[N:3]([CH:14]=[C:15]([CH3:16])[N:1]=2)[CH:4]=[C:5]([C:9]([O:11][CH3:12])=[O:10])[N:6]=1. The yield is 0.240. (2) The yield is 0.310. The product is [CH3:3][CH:2]([N:4]1[C:12](/[CH:13]=[CH:14]/[CH:15]([OH:24])[CH2:16][CH:17]([OH:23])[CH2:18][C:19]([O-:21])=[O:20])=[C:11]([C:25]2[CH:26]=[CH:27][C:28]([F:31])=[CH:29][CH:30]=2)[C:10]2[CH:9]=[CH:8][CH:7]=[CH:6][C:5]1=2)[CH3:1].[Na+:33]. The reactants are [CH3:1][CH:2]([N:4]1[C:12](/[CH:13]=[CH:14]/[C@H:15]([OH:24])[CH2:16][C@H:17]([OH:23])[CH2:18][C:19]([O:21]C)=[O:20])=[C:11]([C:25]2[CH:30]=[CH:29][C:28]([F:31])=[CH:27][CH:26]=2)[C:10]2[C:5]1=[CH:6][CH:7]=[CH:8][CH:9]=2)[CH3:3].[OH-].[Na+:33]. The catalyst is O. (3) The reactants are [NH2:1][C:2]1[N:3]=[CH:4][C:5]([C:12]2[CH:22]=[CH:21][C:15]([C:16]([N:18]([CH3:20])[CH3:19])=[O:17])=[CH:14][CH:13]=2)=[N:6][C:7]=1[C:8]([NH:10][NH2:11])=O.N(C1C=CC=CC=1C#N)=[C:24]=[S:25].CC[N:36]([CH:40](C)C)[CH:37]([CH3:39])C.BrP(Br)([C:57]1[CH:62]=[CH:61][CH:60]=[CH:59][CH:58]=1)([C:57]1[CH:62]=[CH:61][CH:60]=[CH:59][CH:58]=1)[C:57]1[CH:62]=[CH:61][CH:60]=[CH:59][CH:58]=1.[C:64](#[N:66])C. The catalyst is C(Cl)Cl.CCOCC. The product is [NH2:1][C:2]1[N:3]=[CH:4][C:5]([C:12]2[CH:22]=[CH:21][C:15]([C:16]([N:18]3[CH2:20][CH2:39][CH2:37][NH:36][CH2:40][CH2:19]3)=[O:17])=[CH:14][C:13]=2[C:64]#[N:66])=[N:6][C:7]=1[C:8]1[S:25][C:24]([C:57]2[CH:58]=[CH:59][CH:60]=[CH:61][CH:62]=2)=[N:11][N:10]=1. The yield is 0.620.